From a dataset of Full USPTO retrosynthesis dataset with 1.9M reactions from patents (1976-2016). Predict the reactants needed to synthesize the given product. Given the product [ClH:15].[CH3:1][C:2]1[C:3]2[NH:12][C:19]3[CH2:20][CH2:21][NH:16][CH2:17][C:18]=3[C:4]=2[CH:5]=[CH:6][C:7]=1[C:8]([F:11])([F:10])[F:9], predict the reactants needed to synthesize it. The reactants are: [CH3:1][C:2]1[C:7]([C:8]([F:11])([F:10])[F:9])=[CH:6][CH:5]=[CH:4][C:3]=1[NH:12]N.O.[ClH:15].[NH:16]1[CH2:21][CH2:20][C:19](=O)[CH2:18][CH2:17]1.